From a dataset of Full USPTO retrosynthesis dataset with 1.9M reactions from patents (1976-2016). Predict the reactants needed to synthesize the given product. (1) Given the product [CH3:13][O:12][C:9]1[CH:10]=[C:11]2[C:6](=[CH:7][C:8]=1[O:14][CH2:15][CH2:16][CH2:17][N:18]1[CH2:22][CH2:21][CH2:20][CH2:19]1)[N:5]=[CH:4][N:3]=[C:2]2[O:23][C:24]1[CH:25]=[C:26]2[C:30](=[CH:31][CH:32]=1)[NH:29][C:28]([C:33]([F:36])([F:34])[F:35])=[CH:27]2, predict the reactants needed to synthesize it. The reactants are: Cl[C:2]1[C:11]2[C:6](=[CH:7][C:8]([O:14][CH2:15][CH2:16][CH2:17][N:18]3[CH2:22][CH2:21][CH2:20][CH2:19]3)=[C:9]([O:12][CH3:13])[CH:10]=2)[N:5]=[CH:4][N:3]=1.[OH:23][C:24]1[CH:25]=[C:26]2[C:30](=[CH:31][CH:32]=1)[NH:29][C:28]([C:33]([F:36])([F:35])[F:34])=[CH:27]2. (2) Given the product [CH2:1]([O:35][P:27]1(=[O:36])[CH:26]=[C:25]([CH2:24][CH2:37][CH2:38][CH3:39])[CH:30]=[C:29]([CH2:31][CH2:32][CH2:33][Cl:34])[O:28]1)[CH3:2], predict the reactants needed to synthesize it. The reactants are: [CH3:1][C:2](P(C(C)(C)C)C1C(C2C=CC=CC=2)=CC=CC=1)(C)C.C([CH:24]([CH2:37][CH2:38][CH3:39])[C:25]#[C:26][P:27](=[O:36])([O-:35])[O:28][C:29]([CH2:31][CH2:32][CH2:33][Cl:34])=[CH2:30])C. (3) Given the product [CH3:42][O:41][C:31]1[N:30]=[C:29]([O:28][CH:23]2[CH2:22][CH:21]3[N:25]([C:26](=[O:27])[NH:8][CH2:9][CH2:10][CH2:11][CH2:12][CH2:13][CH:14]=[CH:15][CH:16]4[C:18]([C:44]([NH:46][S:47]([CH:50]5[CH2:51][CH2:52]5)(=[O:48])=[O:49])=[O:45])([NH:19][C:20]3=[O:43])[CH2:17]4)[CH2:24]2)[CH:34]=[C:33]([C:35]2[CH:36]=[CH:37][CH:38]=[CH:39][CH:40]=2)[N:32]=1, predict the reactants needed to synthesize it. The reactants are: COC1C=CC(C[N:8]2[C:26](=[O:27])[N:25]3[CH:21]([CH2:22][CH:23]([O:28][C:29]4[CH:34]=[C:33]([C:35]5[CH:40]=[CH:39][CH:38]=[CH:37][CH:36]=5)[N:32]=[C:31]([O:41][CH3:42])[N:30]=4)[CH2:24]3)[C:20](=[O:43])[NH:19][C:18]3([C:44]([NH:46][S:47]([CH:50]4[CH2:52][CH2:51]4)(=[O:49])=[O:48])=[O:45])[CH:16]([CH2:17]3)[CH:15]=[CH:14][CH2:13][CH2:12][CH2:11][CH2:10][CH2:9]2)=CC=1.C(Cl)Cl.C([O-])(O)=O.[Na+].